Dataset: Forward reaction prediction with 1.9M reactions from USPTO patents (1976-2016). Task: Predict the product of the given reaction. (1) Given the reactants C(N(CC)CC)C.C([SiH](CC)CC)C.[CH3:15][O:16][C:17](=[O:62])[CH:18]([C:38]1[CH:43]=[CH:42][CH:41]=[C:40]([NH:44][C:45]([NH:54][C:55]([O:57][C:58]([CH3:61])([CH3:60])[CH3:59])=[O:56])=[N:46][C:47]([O:49][C:50]([CH3:53])([CH3:52])[CH3:51])=[O:48])[CH:39]=1)[O:19][P:20]([C@@H:23]([NH:27]C(OCC1C=CC=CC=1)=O)[CH:24]([CH3:26])[CH3:25])([OH:22])=[O:21], predict the reaction product. The product is: [CH3:15][O:16][C:17](=[O:62])[CH:18]([C:38]1[CH:43]=[CH:42][CH:41]=[C:40]([NH:44][C:45]([NH:54][C:55]([O:57][C:58]([CH3:59])([CH3:61])[CH3:60])=[O:56])=[N:46][C:47]([O:49][C:50]([CH3:52])([CH3:53])[CH3:51])=[O:48])[CH:39]=1)[O:19][P:20]([C@@H:23]([NH2:27])[CH:24]([CH3:26])[CH3:25])([OH:22])=[O:21]. (2) Given the reactants [Cl:1][C:2]1[C:11](B(O)O)=[CH:10][C:9]2[C:4](=[CH:5][CH:6]=[CH:7][CH:8]=2)[N:3]=1.[NH4+].[Cl-].[OH2:17].OO, predict the reaction product. The product is: [Cl:1][C:2]1[C:11]([OH:17])=[CH:10][C:9]2[C:4](=[CH:5][CH:6]=[CH:7][CH:8]=2)[N:3]=1. (3) Given the reactants N.[CH3:2][N:3]([CH2:5][C:6]1([C:21]2([OH:27])[CH2:26][CH2:25][CH2:24][CH2:23][CH2:22]2)[C:16]2[CH:15]=[C:14]3[C:10]([CH2:11][CH2:12][N:13]3S(C)(=O)=O)=[CH:9][C:8]=2[CH2:7]1)[CH3:4].[Na].[Cl-].[NH4+], predict the reaction product. The product is: [CH3:4][N:3]([CH2:5][C:6]1([C:21]2([OH:27])[CH2:26][CH2:25][CH2:24][CH2:23][CH2:22]2)[C:16]2[CH:15]=[C:14]3[C:10]([CH2:11][CH2:12][NH:13]3)=[CH:9][C:8]=2[CH2:7]1)[CH3:2]. (4) Given the reactants [CH:1]([O:4][CH:5]1[CH2:10][CH2:9][C:8]([C:11]2[O:15][N:14]=[C:13]([C:16]([OH:18])=O)[C:12]=2[CH3:19])=[CH:7][CH2:6]1)([CH3:3])[CH3:2].CN(C(ON1N=NC2C=CC=NC1=2)=[N+](C)C)C.F[P-](F)(F)(F)(F)F.[NH2:44][C:45]1[C:46](=[O:58])[N:47]([CH:52]2[CH2:57][CH2:56][CH2:55][CH2:54][CH2:53]2)[N:48]([CH3:51])[C:49]=1[CH3:50].C(N(CC)CC)C, predict the reaction product. The product is: [CH:52]1([N:47]2[C:46](=[O:58])[C:45]([NH:44][C:16]([C:13]3[C:12]([CH3:19])=[C:11]([C:8]4[CH2:9][CH2:10][CH:5]([O:4][CH:1]([CH3:2])[CH3:3])[CH2:6][CH:7]=4)[O:15][N:14]=3)=[O:18])=[C:49]([CH3:50])[N:48]2[CH3:51])[CH2:53][CH2:54][CH2:55][CH2:56][CH2:57]1.